This data is from Reaction yield outcomes from USPTO patents with 853,638 reactions. The task is: Predict the reaction yield, written as a fraction of the theoretical maximum amount of product (1.0 means a 100% yield; for example, 0.34 means a 34% yield). (1) The reactants are [CH3:1][C:2]1[CH:11]=[CH:10][C:9]2[C:4](=[CH:5][CH:6]=[CH:7][CH:8]=2)[C:3]=1[CH2:12][CH:13]([O:15][C:16]1[CH:21]=[CH:20][CH:19]=[CH:18][C:17]=1[N+:22]([O-])=O)[CH3:14].C(Cl)Cl. The catalyst is C1COCC1.[Ni]. The product is [CH3:14][CH:13]([O:15][C:16]1[CH:21]=[CH:20][CH:19]=[CH:18][C:17]=1[NH2:22])[CH2:12][C:3]1[C:4]2[C:9](=[CH:8][CH:7]=[CH:6][CH:5]=2)[CH:10]=[CH:11][C:2]=1[CH3:1]. The yield is 1.00. (2) The yield is 0.620. The product is [F:9][CH:8]([F:10])[C:7]1[C:2]([C:17]2[CH:16]=[N:15][C:14]([C:13]([F:24])([F:23])[F:12])=[N:19][CH:18]=2)=[CH:3][C:4]([CH3:11])=[N:5][CH:6]=1. The catalyst is C1C=CC(P(C2C=CC=CC=2)[C-]2C=CC=C2)=CC=1.C1C=CC(P(C2C=CC=CC=2)[C-]2C=CC=C2)=CC=1.Cl[Pd]Cl.[Fe+2].O1CCOCC1. The reactants are Cl[C:2]1[C:7]([CH:8]([F:10])[F:9])=[CH:6][N:5]=[C:4]([CH3:11])[CH:3]=1.[F:12][C:13]([F:24])([F:23])[C:14]1[N:19]=[CH:18][C:17](B(O)O)=[CH:16][N:15]=1.C(=O)([O-])[O-].[K+].[K+].